Dataset: Catalyst prediction with 721,799 reactions and 888 catalyst types from USPTO. Task: Predict which catalyst facilitates the given reaction. (1) Reactant: C(OC([N:8]1[CH2:12][CH2:11][CH2:10][C@H:9]1/[CH:13]=[CH:14]/[C:15]1[CH:50]=[CH:49][C:18]([CH2:19][N:20]([CH2:27][C:28]2[CH:33]=[CH:32][C:31]([NH:34][C:35]([C@@H:37]3[CH2:41][CH2:40][CH2:39][N:38]3C(OC(C)(C)C)=O)=[O:36])=[CH:30][CH:29]=2)[C:21]2[CH:26]=[CH:25][CH:24]=[CH:23][CH:22]=2)=[CH:17][CH:16]=1)=O)(C)(C)C.FC(F)(F)C(O)=O. Product: [C:21]1([N:20]([CH2:27][C:28]2[CH:29]=[CH:30][C:31]([NH:34][C:35]([C@@H:37]3[CH2:41][CH2:40][CH2:39][NH:38]3)=[O:36])=[CH:32][CH:33]=2)[CH2:19][C:18]2[CH:17]=[CH:16][C:15](/[CH:14]=[CH:13]/[C@@H:9]3[CH2:10][CH2:11][CH2:12][NH:8]3)=[CH:50][CH:49]=2)[CH:22]=[CH:23][CH:24]=[CH:25][CH:26]=1. The catalyst class is: 4. (2) Reactant: [F:1][C:2]1[CH:3]=[N:4][C:5]2[C:10]([C:11]=1[O:12][C:13]1[CH:14]=[C:15]3[C:20](=[CH:21][CH:22]=1)[C:19]([C:23](Cl)=[O:24])=[CH:18][CH:17]=[CH:16]3)=[CH:9][C:8]([O:26][CH3:27])=[C:7]([O:28][CH3:29])[CH:6]=2.FC1C=NC2C(C=1OC1C=C3C(=CC=1)C(C(O)=O)=CC=C3)=CC(OC)=C(OC)C=2.C(Cl)(=O)C(Cl)=O.[NH2:65][C:66]1[CH:70]=[C:69]([C:71]([CH3:74])([CH3:73])[CH3:72])[O:68][N:67]=1. Product: [CH3:72][C:71]([C:69]1[O:68][N:67]=[C:66]([NH:65][C:23]([C:19]2[C:20]3[C:15](=[CH:14][C:13]([O:12][C:11]4[C:10]5[C:5](=[CH:6][C:7]([O:28][CH3:29])=[C:8]([O:26][CH3:27])[CH:9]=5)[N:4]=[CH:3][C:2]=4[F:1])=[CH:22][CH:21]=3)[CH:16]=[CH:17][CH:18]=2)=[O:24])[CH:70]=1)([CH3:74])[CH3:73]. The catalyst class is: 17. (3) Reactant: [OH:1][C:2]1[CH:3]=[C:4]([SH:8])[CH:5]=[CH:6][CH:7]=1.C([O:11][C:12](=O)[CH:13]([CH2:17][C:18]1[CH:23]=[CH:22][CH:21]=[C:20]([NH2:24])[C:19]=1[F:25])[C:14](=O)[CH3:15])C. Product: [F:25][C:19]1[C:20]([NH2:24])=[CH:21][CH:22]=[CH:23][C:18]=1[CH2:17][C:13]1[C:12](=[O:11])[O:1][C:2]2[CH:3]=[C:4]([SH:8])[CH:5]=[CH:6][C:7]=2[C:14]=1[CH3:15]. The catalyst class is: 6.